From a dataset of NCI-60 drug combinations with 297,098 pairs across 59 cell lines. Regression. Given two drug SMILES strings and cell line genomic features, predict the synergy score measuring deviation from expected non-interaction effect. (1) Cell line: MDA-MB-435. Synergy scores: CSS=28.5, Synergy_ZIP=-7.64, Synergy_Bliss=-2.43, Synergy_Loewe=-4.91, Synergy_HSA=-0.387. Drug 2: N.N.Cl[Pt+2]Cl. Drug 1: C1=NNC2=C1C(=O)NC=N2. (2) Drug 1: COC1=CC(=CC(=C1O)OC)C2C3C(COC3=O)C(C4=CC5=C(C=C24)OCO5)OC6C(C(C7C(O6)COC(O7)C8=CC=CS8)O)O. Drug 2: CC1=C(C(=CC=C1)Cl)NC(=O)C2=CN=C(S2)NC3=CC(=NC(=N3)C)N4CCN(CC4)CCO. Cell line: LOX IMVI. Synergy scores: CSS=55.2, Synergy_ZIP=-0.831, Synergy_Bliss=0.302, Synergy_Loewe=3.74, Synergy_HSA=6.07. (3) Drug 1: CCC1(CC2CC(C3=C(CCN(C2)C1)C4=CC=CC=C4N3)(C5=C(C=C6C(=C5)C78CCN9C7C(C=CC9)(C(C(C8N6C=O)(C(=O)OC)O)OC(=O)C)CC)OC)C(=O)OC)O.OS(=O)(=O)O. Drug 2: CCCCCOC(=O)NC1=NC(=O)N(C=C1F)C2C(C(C(O2)C)O)O. Cell line: HOP-62. Synergy scores: CSS=4.78, Synergy_ZIP=-0.554, Synergy_Bliss=-5.64, Synergy_Loewe=-2.37, Synergy_HSA=-2.85. (4) Drug 1: C1=CC(=CC=C1CC(C(=O)O)N)N(CCCl)CCCl.Cl. Drug 2: CN1C(=O)N2C=NC(=C2N=N1)C(=O)N. Cell line: A549. Synergy scores: CSS=22.0, Synergy_ZIP=-5.09, Synergy_Bliss=1.52, Synergy_Loewe=-15.0, Synergy_HSA=-2.81. (5) Drug 1: C1CC(C1)(C(=O)O)C(=O)O.[NH2-].[NH2-].[Pt+2]. Drug 2: CC1=C(C=C(C=C1)NC(=O)C2=CC=C(C=C2)CN3CCN(CC3)C)NC4=NC=CC(=N4)C5=CN=CC=C5. Cell line: MDA-MB-435. Synergy scores: CSS=-0.659, Synergy_ZIP=-0.473, Synergy_Bliss=0.0160, Synergy_Loewe=-4.54, Synergy_HSA=-2.66. (6) Drug 1: C1=CC(=C2C(=C1NCCNCCO)C(=O)C3=C(C=CC(=C3C2=O)O)O)NCCNCCO. Drug 2: COC1=NC(=NC2=C1N=CN2C3C(C(C(O3)CO)O)O)N. Cell line: T-47D. Synergy scores: CSS=34.8, Synergy_ZIP=8.77, Synergy_Bliss=8.32, Synergy_Loewe=-30.0, Synergy_HSA=6.55. (7) Drug 1: CC=C1C(=O)NC(C(=O)OC2CC(=O)NC(C(=O)NC(CSSCCC=C2)C(=O)N1)C(C)C)C(C)C. Drug 2: C1=CC=C(C(=C1)C(C2=CC=C(C=C2)Cl)C(Cl)Cl)Cl. Cell line: OVCAR-5. Synergy scores: CSS=70.0, Synergy_ZIP=6.23, Synergy_Bliss=7.87, Synergy_Loewe=-56.4, Synergy_HSA=1.80.